This data is from Catalyst prediction with 721,799 reactions and 888 catalyst types from USPTO. The task is: Predict which catalyst facilitates the given reaction. (1) Reactant: FC1C=C(C)C=CC=1[N+]([O-])=[O:9].N1[CH2:17][CH2:16][O:15][CH2:14][CH2:13]1.[H][H].ClC[C:22]([O:24][C:25](=O)[CH2:26]Cl)=[O:23].[OH-].C1[CH2:34][O:33][CH2:32][CH2:31]1. Product: [CH2:14]([O:15][CH:16]=[C:17]([C:34]([O:33][CH2:32][CH3:31])=[O:9])[C:22]([O:24][CH2:25][CH3:26])=[O:23])[CH3:13]. The catalyst class is: 553. (2) Reactant: BrC1C=CC(O)=C([C:8]2[CH:17]=[CH:16][C:15]3[C:10](=[CH:11][CH:12]=[C:13]([C:18]4[N:22]([CH:23]5[CH2:28][CH2:27][CH2:26][CH2:25][CH2:24]5)[C:21]5[CH:29]=[CH:30][C:31]([C:33]([OH:35])=[O:34])=[CH:32][C:20]=5[N:19]=4)[CH:14]=3)[N:9]=2)C=1.C(OC(C1C=CC2N(C3CCCCC3)C(C3C=CC(N)=C(C=O)C=3)=NC=2C=1)=O)C.[CH3:66][C:67]1[C:71](C(=O)C)=[C:70]([CH3:75])[N:69]([C:76]2[CH:81]=[CH:80][CH:79]=[CH:78][CH:77]=2)[N:68]=1.[OH-].[K+]. Product: [CH:23]1([N:22]2[C:21]3[CH:29]=[CH:30][C:31]([C:33]([OH:35])=[O:34])=[CH:32][C:20]=3[N:19]=[C:18]2[C:13]2[CH:14]=[C:15]3[C:10](=[CH:11][CH:12]=2)[N:9]=[C:8]([C:71]2[C:67]([CH3:66])=[N:68][N:69]([C:76]4[CH:77]=[CH:78][CH:79]=[CH:80][CH:81]=4)[C:70]=2[CH3:75])[CH:17]=[CH:16]3)[CH2:24][CH2:25][CH2:26][CH2:27][CH2:28]1. The catalyst class is: 8. (3) Reactant: [CH3:1][O:2][C:3](=[O:19])[C:4]([O:7][C:8]1[CH:13]=[C:12]([CH3:14])[C:11]([S:15]C#N)=[CH:10][C:9]=1[CH3:18])([CH3:6])[CH3:5].P([O-])(O)(O)=O.[K+].O.SC[C@H]([C@@H](CS)O)O. Product: [CH3:1][O:2][C:3](=[O:19])[C:4]([O:7][C:8]1[CH:13]=[C:12]([CH3:14])[C:11]([SH:15])=[CH:10][C:9]=1[CH3:18])([CH3:6])[CH3:5]. The catalyst class is: 5. (4) Reactant: [CH2:1]1[N:6]([CH:7]([C:10]2[CH:11]=[N:12][CH:13]=[N:14][CH:15]=2)[C:8]#[N:9])[CH2:5][CH2:4][N:3]2[CH2:16][CH2:17][CH2:18][C@H:2]12.[OH:19]S(O)(=O)=O.[NH4+].[OH-]. Product: [CH2:1]1[N:6]([CH:7]([C:10]2[CH:15]=[N:14][CH:13]=[N:12][CH:11]=2)[C:8]([NH2:9])=[O:19])[CH2:5][CH2:4][N:3]2[CH2:16][CH2:17][CH2:18][C@H:2]12. The catalyst class is: 81. (5) Reactant: [CH3:1][O:2][C:3]1[CH:8]=[CH:7][C:6](OC)=[CH:5][C:4]=1[CH2:11][C:12]([NH:14][C:15]1[CH:56]=[CH:55][C:18]([C:19]([N:21]([CH2:47][C:48]([O:50]C(C)(C)C)=[O:49])[CH2:22][C:23]2[CH:28]=[CH:27][C:26]([C:29]3[O:33][N:32]=[C:31]([C:34]4[CH:39]=[CH:38][C:37]([C:40]5[CH:45]=[CH:44][C:43]([CH3:46])=[CH:42][CH:41]=5)=[CH:36][CH:35]=4)[N:30]=3)=[CH:25][CH:24]=2)=[O:20])=[CH:17][CH:16]=1)=[O:13].[CH3:57][OH:58].[Li+].[OH-]. Product: [CH3:1][O:2][C:3]1[CH:8]=[CH:7][CH:6]=[C:5]([O:58][CH3:57])[C:4]=1[CH2:11][C:12]([NH:14][C:15]1[CH:16]=[CH:17][C:18]([C:19]([N:21]([CH2:47][C:48]([OH:50])=[O:49])[CH2:22][C:23]2[CH:28]=[CH:27][C:26]([C:29]3[O:33][N:32]=[C:31]([C:34]4[CH:35]=[CH:36][C:37]([C:40]5[CH:45]=[CH:44][C:43]([CH3:46])=[CH:42][CH:41]=5)=[CH:38][CH:39]=4)[N:30]=3)=[CH:25][CH:24]=2)=[O:20])=[CH:55][CH:56]=1)=[O:13]. The catalyst class is: 1. (6) Reactant: C(OC(=O)[NH:7][C:8]1[CH:13]=[C:12]([N:14]([CH3:16])[CH3:15])[C:11]([C:17]([F:20])([F:19])[F:18])=[CH:10][C:9]=1[NH:21][C:22](=[O:37])[CH2:23][C:24]([C:26]1[CH:31]=[CH:30][CH:29]=[C:28]([N:32]2[CH:36]=[CH:35][N:34]=[CH:33]2)[CH:27]=1)=O)(C)(C)C.C(O)(C(F)(F)F)=O. Product: [CH3:15][N:14]([CH3:16])[C:12]1[C:11]([C:17]([F:18])([F:19])[F:20])=[CH:10][C:9]2[NH:21][C:22](=[O:37])[CH2:23][C:24]([C:26]3[CH:31]=[CH:30][CH:29]=[C:28]([N:32]4[CH:36]=[CH:35][N:34]=[CH:33]4)[CH:27]=3)=[N:7][C:8]=2[CH:13]=1. The catalyst class is: 2. (7) Reactant: [NH2:1][C:2]1[CH:7]=[CH:6][CH:5]=[CH:4][N:3]=1.C(N(CC)CC)C.[C:15](Cl)(=[O:20])[C:16]([CH3:19])([CH3:18])[CH3:17]. Product: [N:3]1[CH:4]=[CH:5][CH:6]=[CH:7][C:2]=1[NH:1][C:15](=[O:20])[C:16]([CH3:19])([CH3:18])[CH3:17]. The catalyst class is: 4. (8) Reactant: [C:1]([C:3]1[CH:4]=[C:5](B(O)O)[CH:6]=[C:7]([F:17])[C:8]=1[O:9][CH2:10][C:11]1[CH:16]=[CH:15][CH:14]=[CH:13][CH:12]=1)#[N:2].Cl[C:22]1[CH:23]=[C:24]([CH:29]=[CH:30][N:31]=1)[C:25]([O:27][CH3:28])=[O:26].C(=O)([O-])[O-].[Na+].[Na+]. Product: [C:1]([C:3]1[CH:4]=[C:5]([C:22]2[CH:23]=[C:24]([CH:29]=[CH:30][N:31]=2)[C:25]([O:27][CH3:28])=[O:26])[CH:6]=[C:7]([F:17])[C:8]=1[O:9][CH2:10][C:11]1[CH:16]=[CH:15][CH:14]=[CH:13][CH:12]=1)#[N:2]. The catalyst class is: 109.